From a dataset of Forward reaction prediction with 1.9M reactions from USPTO patents (1976-2016). Predict the product of the given reaction. Given the reactants [CH3:1][N:2]([CH3:6])[CH2:3][CH2:4][NH2:5].Cl[C:8]1[N:9]=[N+:10]([O-:22])[C:11]2[C:21]3[CH2:20][CH2:19][CH2:18][CH2:17][C:16]=3[CH:15]=[CH:14][C:12]=2[N:13]=1, predict the reaction product. The product is: [CH3:1][N:2]([CH3:6])[CH2:3][CH2:4][NH:5][C:8]1[N:9]=[N+:10]([O-:22])[C:11]2[C:21]3[CH2:20][CH2:19][CH2:18][CH2:17][C:16]=3[CH:15]=[CH:14][C:12]=2[N:13]=1.